Task: Predict the product of the given reaction.. Dataset: Forward reaction prediction with 1.9M reactions from USPTO patents (1976-2016) Given the reactants [N:1]1[C:9]2[C:4](=[N:5][CH:6]=[C:7]([C:10]([OH:12])=O)[CH:8]=2)[NH:3][CH:2]=1.[NH2:13][C@@:14]1([C:19]([O:21][CH2:22][CH2:23][CH2:24][CH3:25])=[O:20])[CH2:18][CH2:17][O:16][CH2:15]1, predict the reaction product. The product is: [N:1]1[C:9]2[C:4](=[N:5][CH:6]=[C:7]([C:10]([NH:13][C@@:14]3([C:19]([O:21][CH2:22][CH2:23][CH2:24][CH3:25])=[O:20])[CH2:18][CH2:17][O:16][CH2:15]3)=[O:12])[CH:8]=2)[NH:3][CH:2]=1.